This data is from Full USPTO retrosynthesis dataset with 1.9M reactions from patents (1976-2016). The task is: Predict the reactants needed to synthesize the given product. (1) Given the product [CH3:1][O:2][C:3](=[O:15])[C:4](=[O:14])[CH:5]([Cl:13])[C:6]1[CH:11]=[CH:10][CH:9]=[C:8]([O:17][CH3:16])[CH:7]=1, predict the reactants needed to synthesize it. The reactants are: [CH3:1][O:2][C:3](=[O:15])[C:4](=[O:14])[CH:5]([Cl:13])[C:6]1[CH:11]=[CH:10][C:9](F)=[CH:8][CH:7]=1.[CH3:16][O:17]C1C=C(C=CC=1)C=O.FC1C=CC(C=O)=CC=1. (2) The reactants are: C(Cl)(=O)C(Cl)=O.[Cl:7][C:8]1[N:13]=[C:12]([C:14]([OH:16])=O)[CH:11]=[C:10]([C:17]2[CH:22]=[CH:21][C:20]([C:23]([F:26])([F:25])[F:24])=[CH:19][CH:18]=2)[N:9]=1.[CH3:27][NH:28][CH3:29].C(=O)([O-])O.[Na+]. Given the product [CH3:27][N:28]([CH3:29])[C:14]([C:12]1[CH:11]=[C:10]([C:17]2[CH:22]=[CH:21][C:20]([C:23]([F:26])([F:25])[F:24])=[CH:19][CH:18]=2)[N:9]=[C:8]([Cl:7])[N:13]=1)=[O:16], predict the reactants needed to synthesize it. (3) Given the product [CH2:1]([O:8][C:9](=[O:33])[NH:10][CH2:11][C:12]1([C:26]2[CH:31]=[CH:30][CH:29]=[C:28]([Cl:32])[CH:27]=2)[CH2:17][CH2:16][C:15]([NH2:18])([CH3:25])[CH2:14][CH2:13]1)[C:2]1[CH:7]=[CH:6][CH:5]=[CH:4][CH:3]=1, predict the reactants needed to synthesize it. The reactants are: [CH2:1]([O:8][C:9](=[O:33])[NH:10][CH2:11][C:12]1([C:26]2[CH:31]=[CH:30][CH:29]=[C:28]([Cl:32])[CH:27]=2)[CH2:17][CH2:16][C:15]([CH3:25])([NH:18]S(C(C)(C)C)=O)[CH2:14][CH2:13]1)[C:2]1[CH:7]=[CH:6][CH:5]=[CH:4][CH:3]=1.Cl.CO.